Dataset: Forward reaction prediction with 1.9M reactions from USPTO patents (1976-2016). Task: Predict the product of the given reaction. (1) Given the reactants [Cl:1][C:2]1[CH:7]=[CH:6][CH:5]=[CH:4][C:3]=1[C:8]1[C:9]([C:14]2[CH:19]=[CH:18][C:17]([Cl:20])=[CH:16][CH:15]=2)=[C:10]([NH2:13])[NH:11][N:12]=1.[Na].C([O:24][C:25](=O)[C:26]([CH3:29])=[CH:27]O)C.C(OCC)C, predict the reaction product. The product is: [Cl:20][C:17]1[CH:16]=[CH:15][C:14]([C:9]2[C:8]([C:3]3[CH:4]=[CH:5][CH:6]=[CH:7][C:2]=3[Cl:1])=[N:12][N:11]3[C:25]([OH:24])=[C:26]([CH3:29])[CH:27]=[N:13][C:10]=23)=[CH:19][CH:18]=1. (2) Given the reactants Br[C:2]1[CH:11]=[CH:10][C:5]([C:6]([O:8][CH3:9])=[O:7])=[CH:4][C:3]=1[C:12]([F:15])([F:14])[F:13].[C:16]1([CH3:25])[CH:21]=[CH:20][CH:19]=[CH:18][C:17]=1B(O)O.C(=O)([O-])[O-].[K+].[K+], predict the reaction product. The product is: [CH3:25][C:16]1[CH:21]=[CH:20][CH:19]=[CH:18][C:17]=1[C:2]1[CH:11]=[CH:10][C:5]([C:6]([O:8][CH3:9])=[O:7])=[CH:4][C:3]=1[C:12]([F:15])([F:14])[F:13]. (3) Given the reactants [OH:1][C:2]1[C:3]([C:8]([NH2:10])=[O:9])=[N:4][CH:5]=[CH:6][CH:7]=1.Br[CH2:12][C:13]([O:15][CH2:16][CH3:17])=[O:14].C(=O)([O-])[O-].[K+].[K+], predict the reaction product. The product is: [CH2:16]([O:15][C:13]([CH2:12][O:1][C:2]1[C:3]([C:8]([NH2:10])=[O:9])=[N:4][CH:5]=[CH:6][CH:7]=1)=[O:14])[CH3:17]. (4) Given the reactants P(Cl)(Cl)(Cl)(Cl)Cl.[CH3:7][O:8][C:9]1[C:17]([B:18]2[O:26][CH:25]3[C:20]([CH3:30])([CH:21]4[CH2:27][CH:23]([CH2:24]3)[C:22]4([CH3:29])[CH3:28])[O:19]2)=[CH:16][CH:15]=[CH:14][C:10]=1[C:11]([OH:13])=[O:12].[C:31](O)([CH3:34])([CH3:33])[CH3:32], predict the reaction product. The product is: [C:31]([O:12][C:11](=[O:13])[C:10]1[CH:14]=[CH:15][CH:16]=[C:17]([B:18]2[O:26][CH:25]3[C:20]([CH3:30])([CH:21]4[CH2:27][CH:23]([CH2:24]3)[C:22]4([CH3:29])[CH3:28])[O:19]2)[C:9]=1[O:8][CH3:7])([CH3:34])([CH3:33])[CH3:32]. (5) Given the reactants Cl[CH2:2][CH:3]=O.CN(C=O)C.[NH2:10][C:11]1[CH:19]=[CH:18][CH:17]=[CH:16][C:12]=1[C:13](=[S:15])[NH2:14].C([O-])(O)=O.[Na+], predict the reaction product. The product is: [S:15]1[CH:3]=[CH:2][N:14]=[C:13]1[C:12]1[CH:16]=[CH:17][CH:18]=[CH:19][C:11]=1[NH2:10]. (6) Given the reactants [Br:1][C:2]1[CH:7]=[CH:6][C:5](I)=[C:4]([Cl:9])[CH:3]=1.C([Mg]Cl)(C)C.[Cl:15][C:16]1[CH:23]=[CH:22][C:21]([O:24][CH3:25])=[CH:20][C:17]=1[CH:18]=[O:19], predict the reaction product. The product is: [Br:1][C:2]1[CH:7]=[CH:6][C:5]([CH:18]([C:17]2[CH:20]=[C:21]([O:24][CH3:25])[CH:22]=[CH:23][C:16]=2[Cl:15])[OH:19])=[C:4]([Cl:9])[CH:3]=1. (7) Given the reactants [Cl:1][C:2]1[CH:3]=[C:4]([O:12][CH3:13])[C:5]2[O:9][C:8](S)=[N:7][C:6]=2[CH:11]=1.BrC1C=C(Cl)C(OC)=CC=1O.C(OC([N:32]1[CH2:37][CH2:36][NH:35][C@@H:34]([CH3:38])[CH2:33]1)=O)(C)(C)C.Cl, predict the reaction product. The product is: [Cl:1][C:2]1[CH:3]=[C:4]([O:12][CH3:13])[C:5]2[O:9][C:8]([N:35]3[CH2:36][CH2:37][NH:32][CH2:33][C@@H:34]3[CH3:38])=[N:7][C:6]=2[CH:11]=1.